From a dataset of Reaction yield outcomes from USPTO patents with 853,638 reactions. Predict the reaction yield, written as a fraction of the theoretical maximum amount of product (1.0 means a 100% yield; for example, 0.34 means a 34% yield). The yield is 0.0690. No catalyst specified. The reactants are C([O-])(=O)C.[Na+].[N+:6]([C:9]1[CH:17]=[CH:16][CH:15]=[C:14]2[C:10]=1[C:11](=O)[O:12][C:13]2=[O:18])([O-:8])=[O:7].[F:20][C:21]1[CH:26]=[CH:25][C:24]([CH2:27]C(O)=O)=[CH:23][C:22]=1[C:31]([N:33]1[CH2:38][CH2:37][CH:36]([O:39][CH3:40])[CH2:35][CH2:34]1)=[O:32]. The product is [F:20][C:21]1[CH:26]=[CH:25][C:24](/[CH:27]=[C:11]2\[O:12][C:13](=[O:18])[C:14]3[C:10]\2=[C:9]([N+:6]([O-:8])=[O:7])[CH:17]=[CH:16][CH:15]=3)=[CH:23][C:22]=1[C:31]([N:33]1[CH2:34][CH2:35][CH:36]([O:39][CH3:40])[CH2:37][CH2:38]1)=[O:32].